Dataset: Forward reaction prediction with 1.9M reactions from USPTO patents (1976-2016). Task: Predict the product of the given reaction. (1) Given the reactants [CH3:1][O:2][CH2:3][CH2:4][O:5][C:6]1[CH:11]=[CH:10][C:9]([N+:12]([O-])=O)=[CH:8][CH:7]=1, predict the reaction product. The product is: [CH3:1][O:2][CH2:3][CH2:4][O:5][C:6]1[CH:11]=[CH:10][C:9]([NH2:12])=[CH:8][CH:7]=1. (2) Given the reactants [CH3:1][C:2]1[CH:3]=[C:4]([N:9]2[C:13](=[O:14])/[C:12](=[N:15]\[NH:16][C:17]3[C:18]([OH:32])=[C:19]([C:23]4[CH:28]=[CH:27][CH:26]=[C:25]([C:29]([OH:31])=[O:30])[CH:24]=4)[CH:20]=[CH:21][CH:22]=3)/[C:11]([CH3:33])=[N:10]2)[CH:5]=[CH:6][C:7]=1[CH3:8].[CH2:34]([CH2:36][NH2:37])[OH:35], predict the reaction product. The product is: [CH2:13]([CH2:12][NH2:15])[OH:14].[CH2:34]([CH2:36][NH2:37])[OH:35].[CH3:1][C:2]1[CH:3]=[C:4]([N:9]2[C:13](=[O:14])/[C:12](=[N:15]\[NH:16][C:17]3[C:18]([OH:32])=[C:19]([C:23]4[CH:28]=[CH:27][CH:26]=[C:25]([C:29]([OH:31])=[O:30])[CH:24]=4)[CH:20]=[CH:21][CH:22]=3)/[C:11]([CH3:33])=[N:10]2)[CH:5]=[CH:6][C:7]=1[CH3:8]. (3) Given the reactants [C:1]([O:5][C:6](=[O:26])[NH:7][CH:8]([C:20](=[O:25])NCOC)[CH2:9][C:10]1[CH:19]=[CH:18][C:17]2[C:12](=[CH:13][CH:14]=[CH:15][CH:16]=2)[CH:11]=1)([CH3:4])([CH3:3])[CH3:2].[H-].[H-].[H-].[H-].[Li+].[Al+3], predict the reaction product. The product is: [C:1]([O:5][C:6](=[O:26])[NH:7][CH:8]([CH:20]=[O:25])[CH2:9][C:10]1[CH:19]=[CH:18][C:17]2[C:12](=[CH:13][CH:14]=[CH:15][CH:16]=2)[CH:11]=1)([CH3:2])([CH3:4])[CH3:3]. (4) Given the reactants C(OC([NH:7][C@H:8]([C:15]([NH:17][C:18]1[CH:19]=[C:20]([C@H:25]([CH3:34])[CH2:26][C:27]([O:29][C:30]([CH3:33])([CH3:32])[CH3:31])=[O:28])[CH:21]=[CH:22][C:23]=1[Cl:24])=[O:16])[CH:9]([C:11]([F:14])([F:13])[F:12])[CH3:10])=O)C=C.CC1(C)CC(=O)CC(=O)C1, predict the reaction product. The product is: [Cl:24][C:23]1[CH:22]=[CH:21][C:20]([C@H:25]([CH3:34])[CH2:26][C:27]([O:29][C:30]([CH3:33])([CH3:31])[CH3:32])=[O:28])=[CH:19][C:18]=1[NH:17][C:15](=[O:16])[C@H:8]([CH:9]([C:11]([F:14])([F:13])[F:12])[CH3:10])[NH2:7].